Dataset: Reaction yield outcomes from USPTO patents with 853,638 reactions. Task: Predict the reaction yield, written as a fraction of the theoretical maximum amount of product (1.0 means a 100% yield; for example, 0.34 means a 34% yield). (1) The yield is 0.880. The product is [Br:15][C:16]1[CH:24]=[CH:23][C:19]([C:20]([NH:10][S:7]([C:2]2[CH:3]=[CH:4][CH:5]=[CH:6][C:1]=2[S:11](=[O:13])(=[O:12])[NH2:14])(=[O:9])=[O:8])=[O:21])=[CH:18][C:17]=1[F:25]. The reactants are [C:1]1([S:11]([NH2:14])(=[O:13])=[O:12])[C:2]([S:7]([NH2:10])(=[O:9])=[O:8])=[CH:3][CH:4]=[CH:5][CH:6]=1.[Br:15][C:16]1[CH:24]=[CH:23][C:19]([C:20](O)=[O:21])=[CH:18][C:17]=1[F:25].Cl.CN(C)CCCN=C=NCC.O. The catalyst is CN(C)C=O.CN(C)C1C=CN=CC=1. (2) The reactants are Cl.[CH2:2]([O:9][C:10]([NH:12][C:13]1[CH:33]=[CH:32][C:16]([O:17][C:18]2[CH:23]=[CH:22][N:21]=[C:20]([NH:24]C(=O)OC(C)(C)C)[CH:19]=2)=[CH:15][C:14]=1[F:34])=[O:11])[C:3]1[CH:8]=[CH:7][CH:6]=[CH:5][CH:4]=1. The catalyst is C(OCC)(=O)C. The product is [NH2:24][C:20]1[CH:19]=[C:18]([O:17][C:16]2[CH:32]=[CH:33][C:13]([NH:12][C:10](=[O:11])[O:9][CH2:2][C:3]3[CH:8]=[CH:7][CH:6]=[CH:5][CH:4]=3)=[C:14]([F:34])[CH:15]=2)[CH:23]=[CH:22][N:21]=1. The yield is 0.959. (3) The reactants are [F:1][C:2]1[CH:7]=[C:6]([I:8])[CH:5]=[CH:4][C:3]=1[N:9]1[C:17]2[C:12](=[CH:13][N:14]([CH3:20])[C:15](=[O:19])[C:16]=2[CH3:18])[NH:11]C1=O.[H-].[Na+].[CH:24]1([S:27](Cl)(=[O:29])=[O:28])[CH2:26][CH2:25]1.[OH-].[Na+].Cl. The catalyst is CN(C=O)C.C1COCC1. The product is [F:1][C:2]1[CH:7]=[C:6]([I:8])[CH:5]=[CH:4][C:3]=1[NH:9][C:17]1[C:12]([NH:11][S:27]([CH:24]2[CH2:26][CH2:25]2)(=[O:29])=[O:28])=[CH:13][N:14]([CH3:20])[C:15](=[O:19])[C:16]=1[CH3:18]. The yield is 0.350. (4) The reactants are [NH2:1][C:2]1[CH:30]=[CH:29][C:5]2[NH:6][C:7]([C:12]3[C:13](=[O:28])[N:14]([CH2:23][CH2:24][CH:25]([CH3:27])[CH3:26])[C:15]4[C:20]([C:21]=3[OH:22])=[CH:19][CH:18]=[CH:17][N:16]=4)=[N:8][S:9](=[O:11])(=[O:10])[C:4]=2[CH:3]=1.[CH2:31]([S:35](Cl)(=[O:37])=[O:36])[CH2:32][CH2:33][CH3:34]. The catalyst is N1C=CC=CC=1. The product is [OH:22][C:21]1[C:20]2[C:15](=[N:16][CH:17]=[CH:18][CH:19]=2)[N:14]([CH2:23][CH2:24][CH:25]([CH3:27])[CH3:26])[C:13](=[O:28])[C:12]=1[C:7]1[NH:6][C:5]2[CH:29]=[CH:30][C:2]([NH:1][S:35]([CH2:31][CH2:32][CH2:33][CH3:34])(=[O:37])=[O:36])=[CH:3][C:4]=2[S:9](=[O:11])(=[O:10])[N:8]=1. The yield is 0.290.